The task is: Regression/Classification. Given a drug SMILES string, predict its toxicity properties. Task type varies by dataset: regression for continuous values (e.g., LD50, hERG inhibition percentage) or binary classification for toxic/non-toxic outcomes (e.g., AMES mutagenicity, cardiotoxicity, hepatotoxicity). Dataset: ames.. This data is from Ames mutagenicity test results for genotoxicity prediction. (1) The drug is Fc1cccc2c3c(ccc12)-c1cccc2cccc-3c12. The result is 1 (mutagenic). (2) The drug is Cc1cc2c(c(O)c1O)C(=O)c1c(O)cc(O)cc1C2=O. The result is 1 (mutagenic). (3) The drug is CCOP(=O)(OCC)N1C2c3ccccc3-c3ccccc3C21. The result is 1 (mutagenic). (4) The molecule is COc1ccc2c(c1)c(CC(=O)O)c(C)n2C(=O)c1ccc(Cl)cc1. The result is 0 (non-mutagenic). (5) The compound is CN(C)[C@H]1C(=O)C(C(N)=O)=C(O)[C@]2(O)C(O)=C3C(=O)c4c(O)cccc4[C@](C)(O)[C@H]3[C@@H](O)[C@@H]12. The result is 0 (non-mutagenic). (6) The compound is NCCc1c[nH]c2ccccc12. The result is 0 (non-mutagenic).